Dataset: Catalyst prediction with 721,799 reactions and 888 catalyst types from USPTO. Task: Predict which catalyst facilitates the given reaction. Product: [CH3:47][N:2]([CH3:1])[C:3]([C:5]1[CH:10]=[C:9]([C:11]2[CH:12]=[C:13]3[C:19]([C:20]4[CH:25]=[CH:24][CH:23]=[CH:22][C:21]=4[O:26][CH3:27])=[CH:18][NH:17][C:14]3=[N:15][CH:16]=2)[CH:8]=[CH:7][C:6]=1[NH:38][C:39]([C:41]1[N:42]=[CH:43][N:44]([CH3:46])[CH:45]=1)=[O:40])=[O:4]. Reactant: [CH3:1][N:2]([CH3:47])[C:3]([C:5]1[CH:10]=[C:9]([C:11]2[CH:12]=[C:13]3[C:19]([C:20]4[CH:25]=[CH:24][CH:23]=[CH:22][C:21]=4[O:26][CH3:27])=[CH:18][N:17](S(C4C=CC(C)=CC=4)(=O)=O)[C:14]3=[N:15][CH:16]=2)[CH:8]=[CH:7][C:6]=1[NH:38][C:39]([C:41]1[N:42]=[CH:43][N:44]([CH3:46])[CH:45]=1)=[O:40])=[O:4].O1CCCC1.[OH-].[K+]. The catalyst class is: 5.